From a dataset of Full USPTO retrosynthesis dataset with 1.9M reactions from patents (1976-2016). Predict the reactants needed to synthesize the given product. The reactants are: [CH3:1][N:2]1[CH2:7][CH2:6][CH2:5][CH2:4][CH:3]1[CH2:8][OH:9].[Cl:10][C:11]1[CH:12]=[C:13]([CH:26]=[CH:27][C:28]=1[O:29][CH2:30][C:31]1[CH:36]=[CH:35][CH:34]=[CH:33][N:32]=1)[NH:14][C:15]1[C:24]2[C:19](=[CH:20][CH:21]=[CH:22][C:23]=2F)[N:18]=[CH:17][N:16]=1. Given the product [Cl:10][C:11]1[CH:12]=[C:13]([CH:26]=[CH:27][C:28]=1[O:29][CH2:30][C:31]1[CH:36]=[CH:35][CH:34]=[CH:33][N:32]=1)[NH:14][C:15]1[C:24]2[C:19](=[CH:20][CH:21]=[CH:22][C:23]=2[O:9][CH2:8][CH:3]2[CH2:4][CH2:5][CH2:6][CH2:7][N:2]2[CH3:1])[N:18]=[CH:17][N:16]=1, predict the reactants needed to synthesize it.